From a dataset of Full USPTO retrosynthesis dataset with 1.9M reactions from patents (1976-2016). Predict the reactants needed to synthesize the given product. (1) Given the product [C:14]1([N:11]2[C:12]3[C:8](=[CH:7][CH:6]=[C:5]([C:3]([OH:4])=[O:2])[CH:13]=3)[CH:9]=[N:10]2)[CH:15]=[CH:16][CH:17]=[CH:18][CH:19]=1, predict the reactants needed to synthesize it. The reactants are: C[O:2][C:3]([C:5]1[CH:13]=[C:12]2[C:8]([CH:9]=[N:10][N:11]2[C:14]2[CH:19]=[CH:18][CH:17]=[CH:16][CH:15]=2)=[C:7](C2C=CC(C)=CN=2)[CH:6]=1)=[O:4].[OH-].[Na+]. (2) Given the product [Cl:8][C:6]1[CH:5]=[C:4]([C@:9]2([C:17]([F:20])([F:19])[F:18])[CH2:13][CH2:12][N:11]([CH3:15])[CH2:10]2)[CH:3]=[C:2]([Cl:1])[CH:7]=1, predict the reactants needed to synthesize it. The reactants are: [Cl:1][C:2]1[CH:3]=[C:4]([C@:9]2([C:17]([F:20])([F:19])[F:18])[CH2:13][C:12](=O)[N:11]([CH3:15])[C:10]2=O)[CH:5]=[C:6]([Cl:8])[CH:7]=1.B(F)(F)F.Cl. (3) Given the product [Cl:22][C:18]1[CH:17]=[C:16]([NH:15][C:4]([C:6]2[CH:11]=[C:10]([C:12]#[N:13])[CH:9]=[C:8]([CH3:14])[N:7]=2)=[O:5])[CH:21]=[CH:20][N:19]=1, predict the reactants needed to synthesize it. The reactants are: C(O[C:4]([C:6]1[CH:11]=[C:10]([C:12]#[N:13])[CH:9]=[C:8]([CH3:14])[N:7]=1)=[O:5])C.[NH2:15][C:16]1[CH:21]=[CH:20][N:19]=[C:18]([Cl:22])[CH:17]=1. (4) Given the product [CH3:16][C:3]1[C:4]2[NH:5][C:6]3[C:11](=[CH:10][CH:9]=[CH:8][CH:7]=3)[S:12][C:13]=2[CH:14]=[CH:15][CH:2]=1, predict the reactants needed to synthesize it. The reactants are: Cl[C:2]1[CH:15]=[CH:14][C:13]2[S:12][C:11]3[C:6](=[CH:7][CH:8]=[CH:9][CH:10]=3)[NH:5][C:4]=2[CH:3]=1.[CH2:16](OCC)C. (5) Given the product [Br:1][C:2]1[CH:3]=[C:4]([CH:9]=[C:10]([CH2:12][O:14][CH2:15][C:16]2([C:29]3[CH:30]=[CH:31][CH:32]=[CH:33][CH:34]=3)[CH2:21][CH2:20][N:19]([C:22]([O:24][C:25]([CH3:27])([CH3:28])[CH3:26])=[O:23])[CH2:18][CH2:17]2)[CH:11]=1)[C:5]([OH:7])=[O:6], predict the reactants needed to synthesize it. The reactants are: [Br:1][C:2]1[CH:3]=[C:4]([CH:9]=[C:10]([CH2:12]Br)[CH:11]=1)[C:5]([O:7]C)=[O:6].[OH:14][CH2:15][C:16]1([C:29]2[CH:34]=[CH:33][CH:32]=[CH:31][CH:30]=2)[CH2:21][CH2:20][N:19]([C:22]([O:24][C:25]([CH3:28])([CH3:27])[CH3:26])=[O:23])[CH2:18][CH2:17]1.[H-].[Na+].O.[OH-].[Li+]. (6) Given the product [CH:28]1([C@H:23]([NH:22][C:4]2[N:3]=[C:2]([C:33]#[N:35])[N:10]=[C:9]3[C:5]=2[N:6]([CH2:11][C:12]2[CH:13]=[CH:14][C:15]([C:18]([F:21])([F:19])[F:20])=[CH:16][CH:17]=2)[CH:7]=[N:8]3)[CH2:24][CH2:25][CH2:26][OH:27])[CH2:29][CH2:30][CH2:31]1, predict the reactants needed to synthesize it. The reactants are: Cl[C:2]1[N:10]=[C:9]2[C:5]([N:6]([CH2:11][C:12]3[CH:17]=[CH:16][C:15]([C:18]([F:21])([F:20])[F:19])=[CH:14][CH:13]=3)[CH:7]=[N:8]2)=[C:4]([NH:22][C@@H:23]([CH:28]2[CH2:31][CH2:30][CH2:29]2)[CH2:24][CH2:25][CH2:26][OH:27])[N:3]=1.C[C:33]([N:35](C)C)=O. (7) Given the product [CH:1]1([C:6]2[CH2:10][CH2:9][C:8](=[O:11])[C:7]=2[C:19]2[CH:18]=[CH:17][CH:16]=[C:15]([CH:13]=[O:14])[CH:20]=2)[CH2:5][CH2:4][CH2:3][CH2:2]1, predict the reactants needed to synthesize it. The reactants are: [CH:1]1([C:6]2[CH2:10][CH2:9][C:8](=[O:11])[C:7]=2I)[CH2:5][CH2:4][CH2:3][CH2:2]1.[CH:13]([C:15]1[CH:16]=[C:17](B(O)O)[CH:18]=[CH:19][CH:20]=1)=[O:14].C(O)C.C(=O)([O-])[O-].[Na+].[Na+].